From a dataset of NCI-60 drug combinations with 297,098 pairs across 59 cell lines. Regression. Given two drug SMILES strings and cell line genomic features, predict the synergy score measuring deviation from expected non-interaction effect. (1) Drug 1: C1CCC(C1)C(CC#N)N2C=C(C=N2)C3=C4C=CNC4=NC=N3. Drug 2: C1=CC(=CC=C1CCCC(=O)O)N(CCCl)CCCl. Cell line: HCT116. Synergy scores: CSS=30.1, Synergy_ZIP=-0.768, Synergy_Bliss=-3.14, Synergy_Loewe=-5.87, Synergy_HSA=-4.45. (2) Drug 1: CC1OCC2C(O1)C(C(C(O2)OC3C4COC(=O)C4C(C5=CC6=C(C=C35)OCO6)C7=CC(=C(C(=C7)OC)O)OC)O)O. Drug 2: COC1=C2C(=CC3=C1OC=C3)C=CC(=O)O2. Cell line: MCF7. Synergy scores: CSS=27.0, Synergy_ZIP=3.40, Synergy_Bliss=3.93, Synergy_Loewe=-9.42, Synergy_HSA=4.19.